From a dataset of Full USPTO retrosynthesis dataset with 1.9M reactions from patents (1976-2016). Predict the reactants needed to synthesize the given product. Given the product [Br:11][CH2:8][C:7]1[C:2]([F:1])=[N:3][CH:4]=[CH:5][CH:6]=1, predict the reactants needed to synthesize it. The reactants are: [F:1][C:2]1[C:7]([CH2:8]O)=[CH:6][CH:5]=[CH:4][N:3]=1.P(Br)(Br)[Br:11].